This data is from Full USPTO retrosynthesis dataset with 1.9M reactions from patents (1976-2016). The task is: Predict the reactants needed to synthesize the given product. (1) Given the product [N+:20](/[CH:23]=[CH:16]/[C:15]1[CH:18]=[CH:19][C:12]([O:11][C:7]2[CH:6]=[N:5][CH:10]=[CH:9][CH:8]=2)=[CH:13][CH:14]=1)([O-:22])=[O:21], predict the reactants needed to synthesize it. The reactants are: C(O)(=O)C.[N:5]1[CH:10]=[CH:9][CH:8]=[C:7]([O:11][C:12]2[CH:19]=[CH:18][C:15]([CH:16]=O)=[CH:14][CH:13]=2)[CH:6]=1.[N+:20]([CH3:23])([O-:22])=[O:21].C([O-])(=O)C.[NH4+]. (2) Given the product [Cl:1][C:2]1[CH:3]=[CH:4][C:5]([C:8]2[N:12]([C:13]3[CH:14]=[CH:15][C:16]([S:19]([NH2:20])(=[O:26])=[O:25])=[CH:17][CH:18]=3)[C:11]([CH3:27])=[C:10]([C:28](=[O:29])[CH2:35][CH3:36])[C:9]=2[CH3:34])=[CH:6][CH:7]=1, predict the reactants needed to synthesize it. The reactants are: [Cl:1][C:2]1[CH:7]=[CH:6][C:5]([C:8]2[N:12]([C:13]3[CH:18]=[CH:17][C:16]([S:19](=[O:26])(=[O:25])[N:20]=CN(C)C)=[CH:15][CH:14]=3)[C:11]([CH3:27])=[C:10]([C:28](N(OC)C)=[O:29])[C:9]=2[CH3:34])=[CH:4][CH:3]=1.[CH2:35]([Mg]Br)[CH3:36]. (3) Given the product [C:40]([NH:1][C:2]1[CH:3]=[CH:4][C:5]([C:27]([F:29])([F:30])[F:28])=[C:6]([NH:8][C:9]2[N:14]=[C:13]([NH:15][C:16]3[CH:25]=[CH:24][CH:23]=[CH:22][C:17]=3[C:18]([NH:20][CH3:21])=[O:19])[C:12]([Cl:26])=[CH:11][N:10]=2)[CH:7]=1)(=[O:43])[CH:41]=[CH2:42], predict the reactants needed to synthesize it. The reactants are: [NH2:1][C:2]1[CH:3]=[CH:4][C:5]([C:27]([F:30])([F:29])[F:28])=[C:6]([NH:8][C:9]2[N:14]=[C:13]([NH:15][C:16]3[CH:25]=[CH:24][CH:23]=[CH:22][C:17]=3[C:18]([NH:20][CH3:21])=[O:19])[C:12]([Cl:26])=[CH:11][N:10]=2)[CH:7]=1.CCN(C(C)C)C(C)C.[C:40](Cl)(=[O:43])[CH:41]=[CH2:42]. (4) The reactants are: FC(F)(F)C(O)=O.C(OC(=O)[NH:14][CH2:15][CH:16]1[CH2:19][N:18]([C:20](=[O:45])[C:21]2[CH:26]=[CH:25][C:24]([S:27]([N:30]3[C:38]4[C:33](=[CH:34][CH:35]=[CH:36][CH:37]=4)[C:32]([C:39]4[CH:44]=[CH:43][CH:42]=[CH:41][CH:40]=4)=[CH:31]3)(=[O:29])=[O:28])=[CH:23][CH:22]=2)[CH2:17]1)(C)(C)C. Given the product [NH2:14][CH2:15][CH:16]1[CH2:17][N:18]([C:20]([C:21]2[CH:22]=[CH:23][C:24]([S:27]([N:30]3[C:38]4[C:33](=[CH:34][CH:35]=[CH:36][CH:37]=4)[C:32]([C:39]4[CH:44]=[CH:43][CH:42]=[CH:41][CH:40]=4)=[CH:31]3)(=[O:29])=[O:28])=[CH:25][CH:26]=2)=[O:45])[CH2:19]1, predict the reactants needed to synthesize it. (5) Given the product [CH3:19][C:12]1[CH:13]=[C:14]([OH:18])[CH:15]=[C:16]([CH3:17])[C:11]=1[CH2:10][C@@H:9]([C:20]([NH:22][C@@H:23]([C:25]([NH:27][CH2:28][C@H:29]([NH2:37])[CH2:30][C:31]1[CH:36]=[CH:35][CH:34]=[CH:33][CH:32]=1)=[O:26])[CH3:24])=[O:21])[NH2:8], predict the reactants needed to synthesize it. The reactants are: C(OC([NH:8][C@H:9]([C:20]([NH:22][C@@H:23]([C:25]([NH:27][CH2:28][C@H:29]([NH2:37])[CH2:30][C:31]1[CH:36]=[CH:35][CH:34]=[CH:33][CH:32]=1)=[O:26])[CH3:24])=[O:21])[CH2:10][C:11]1[C:16]([CH3:17])=[CH:15][C:14]([OH:18])=[CH:13][C:12]=1[CH3:19])=O)(C)(C)C.Cl. (6) Given the product [CH:19]1[C:13]2[N:12]3[C:8]([C@@H:4]4[CH2:5][CH2:6][CH2:7][N:2]([C:53]([CH:51]5[CH2:52][C:49]([F:56])([F:48])[CH2:50]5)=[O:54])[CH2:3]4)=[CH:9][N:10]=[C:11]3[CH:16]=[N:15][C:14]=2[NH:17][CH:18]=1, predict the reactants needed to synthesize it. The reactants are: Br.[NH:2]1[CH2:7][CH2:6][CH2:5][C@@H:4]([C:8]2[N:12]3[C:13]4[CH:19]=[CH:18][NH:17][C:14]=4[N:15]=[CH:16][C:11]3=[N:10][CH:9]=2)[CH2:3]1.Br.N1CCC[C@H](C2N3C4C=CNC=4N=CC3=NC=2)C1.CCN(C(C)C)C(C)C.[F:48][C:49]1([F:56])[CH2:52][CH:51]([C:53](O)=[O:54])[CH2:50]1.CCN=C=NCCCN(C)C.Cl. (7) Given the product [CH3:10][C:11]1([CH3:35])[CH2:20][CH2:19][C:18]2[N:17]=[CH:16][N:15]=[C:14]([N:21]3[CH2:27][C:26]4[CH:28]=[C:29]([C:2]5[CH:3]=[N:4][CH:5]=[C:6]([O:8][CH3:9])[CH:7]=5)[CH:30]=[CH:31][C:25]=4[O:24][CH2:23][CH2:22]3)[C:13]=2[CH2:12]1, predict the reactants needed to synthesize it. The reactants are: Br[C:2]1[CH:3]=[N:4][CH:5]=[C:6]([O:8][CH3:9])[CH:7]=1.[CH3:10][C:11]1([CH3:35])[CH2:20][CH2:19][C:18]2[N:17]=[CH:16][N:15]=[C:14]([N:21]3[CH2:27][C:26]4[CH:28]=[C:29](B(O)O)[CH:30]=[CH:31][C:25]=4[O:24][CH2:23][CH2:22]3)[C:13]=2[CH2:12]1. (8) Given the product [F:1][C:2]1[CH:3]=[C:4]([C:9]2[C:10]3[N:11]([N:19]=[C:20]([NH:22][C:24]4[CH:29]=[CH:28][C:27]([N:30]5[CH:34]=[C:33]([CH3:35])[N:32]=[CH:31]5)=[C:26]([O:36][CH3:37])[CH:25]=4)[N:21]=3)[CH:12]=[C:13]([C:15]([F:16])([F:18])[F:17])[CH:14]=2)[CH:5]=[CH:6][C:7]=1[F:8], predict the reactants needed to synthesize it. The reactants are: [F:1][C:2]1[CH:3]=[C:4]([C:9]2[C:10]3[N:11]([N:19]=[C:20]([NH2:22])[N:21]=3)[CH:12]=[C:13]([C:15]([F:18])([F:17])[F:16])[CH:14]=2)[CH:5]=[CH:6][C:7]=1[F:8].Br[C:24]1[CH:29]=[CH:28][C:27]([N:30]2[CH:34]=[C:33]([CH3:35])[N:32]=[CH:31]2)=[C:26]([O:36][CH3:37])[CH:25]=1.C(Cl)Cl. (9) Given the product [Cl:25][C:24]1[CH:23]=[CH:22][C:21]([C@H:26]2[C@H:31]([OH:32])[C@@H:30]([OH:33])[C@H:29]([OH:34])[C@@H:28]([CH2:35][OH:36])[O:27]2)=[CH:20][C:19]=1[CH2:18][C:15]1[CH:16]=[CH:17][C:12]2[O:11][CH2:10][CH2:9][NH:8][C:13]=2[CH:14]=1, predict the reactants needed to synthesize it. The reactants are: C([N:8]1[C:13]2[CH:14]=[C:15]([CH2:18][C:19]3[CH:20]=[C:21]([C@H:26]4[C@H:31]([OH:32])[C@@H:30]([OH:33])[C@H:29]([OH:34])[C@@H:28]([CH2:35][OH:36])[O:27]4)[CH:22]=[CH:23][C:24]=3[Cl:25])[CH:16]=[CH:17][C:12]=2[O:11][CH2:10][CH2:9]1)C1C=CC=CC=1. (10) Given the product [ClH:49].[NH2:35][CH2:34][CH:29]1[CH2:30][CH2:31][CH2:32][CH2:33][N:28]1[C:26]([C:4]1[S:5][C:6]2[C:15]3[CH:14]=[CH:13][CH:12]=[CH:11][C:10]=3[N:9]([CH2:16][C:17](=[O:24])[C:18]3[CH:19]=[CH:20][CH:21]=[CH:22][CH:23]=3)[C:8](=[O:25])[C:7]=2[C:3]=1[O:2][CH3:1])=[O:27], predict the reactants needed to synthesize it. The reactants are: [CH3:1][O:2][C:3]1[C:7]2[C:8](=[O:25])[N:9]([CH2:16][C:17](=[O:24])[C:18]3[CH:23]=[CH:22][CH:21]=[CH:20][CH:19]=3)[C:10]3[CH:11]=[CH:12][CH:13]=[CH:14][C:15]=3[C:6]=2[S:5][C:4]=1[C:26]([N:28]1[CH2:33][CH2:32][CH2:31][CH2:30][CH:29]1[CH2:34][NH:35]C(=O)OC(C)(C)C)=[O:27].C(OC(=O)C)C.[ClH:49].